Dataset: Reaction yield outcomes from USPTO patents with 853,638 reactions. Task: Predict the reaction yield, written as a fraction of the theoretical maximum amount of product (1.0 means a 100% yield; for example, 0.34 means a 34% yield). The reactants are [C:1]([O:5][C:6]([NH:8][CH2:9][C@H:10]1[CH2:15][CH2:14][C@H:13](C(O)=O)[CH2:12][CH2:11]1)=[O:7])([CH3:4])([CH3:3])[CH3:2].C1C=CC(P([N:33]=[N+]=[N-])(C2C=CC=CC=2)=O)=CC=1.[CH2:36]([OH:43])[C:37]1[CH:42]=[CH:41][CH:40]=[CH:39][CH:38]=1.O.CCO[C:48](C)=[O:49]. The catalyst is C1(C)C=CC=CC=1. The product is [C:1]([O:5][C:6]([NH:8][CH2:9][C@H:10]1[CH2:11][CH2:12][C@H:13]([NH:33][C:48]([O:43][CH2:36][C:37]2[CH:42]=[CH:41][CH:40]=[CH:39][CH:38]=2)=[O:49])[CH2:14][CH2:15]1)=[O:7])([CH3:2])([CH3:3])[CH3:4]. The yield is 0.670.